From a dataset of Forward reaction prediction with 1.9M reactions from USPTO patents (1976-2016). Predict the product of the given reaction. (1) Given the reactants [F:1][C:2]1[CH:3]=[C:4]([NH:24][C:25](=[O:38])[CH2:26][C:27]([NH:29][C:30]2[CH:35]=[CH:34][CH:33]=[CH:32][C:31]=2[O:36][CH3:37])=[O:28])[CH:5]=[CH:6][C:7]=1[O:8][C:9]1[CH:14]=[CH:13][N:12]=[C:11]2[CH:15]=[C:16](C3N(C)C=CN=3)[S:17][C:10]=12.FC1C=C(N)C=CC=1OC1C=CN=C2C=C([C:56]3[N:60]([CH3:61])[CH:59]=[N:58][CH:57]=3)SC=12, predict the reaction product. The product is: [F:1][C:2]1[CH:3]=[C:4]([NH:24][C:25](=[O:38])[CH2:26][C:27]([NH:29][C:30]2[CH:35]=[CH:34][CH:33]=[CH:32][C:31]=2[O:36][CH3:37])=[O:28])[CH:5]=[CH:6][C:7]=1[O:8][C:9]1[CH:14]=[CH:13][N:12]=[C:11]2[CH:15]=[C:16]([C:56]3[N:60]([CH3:61])[CH:59]=[N:58][CH:57]=3)[S:17][C:10]=12. (2) Given the reactants [CH3:1][S:2][S:3][CH2:4][CH2:5][S:6](=[O:8])[CH3:7].S([O-])([O-])(=O)=[O:10].[Mg+2].[Mn]([O-])(=O)(=O)=O.[K+], predict the reaction product. The product is: [CH3:1][S:2][S:3][CH2:4][CH2:5][S:6](=[O:10])(=[O:8])[CH3:7]. (3) Given the reactants [Cl:1][C:2]1[CH:7]=[CH:6][C:5]([N:8]2[C:13](=[O:14])[C:12]3C=N[N:17]([C:18]4[CH:19]=[C:20]([S:24]([NH2:27])(=[O:26])=[O:25])[CH:21]=[CH:22][CH:23]=4)[C:11]=3[N:10]=[C:9]2[C:28]2[CH:33]=[CH:32][C:31](B3OC(C)(C)C(C)(C)O3)=[CH:30][CH:29]=2)=[CH:4][CH:3]=1.[NH2:43][C:44]1[CH:49]=[CH:48][C:47](Br)=[CH:46][N:45]=1.C(=O)([O-])[O-].[Cs+].[Cs+].[CH3:57][N:58](C)C=O, predict the reaction product. The product is: [NH2:43][C:44]1[N:45]=[CH:46][C:47]([C:31]2[CH:32]=[CH:33][C:28]([C:9]3[N:8]([C:5]4[CH:4]=[CH:3][C:2]([Cl:1])=[CH:7][CH:6]=4)[C:13](=[O:14])[C:12]4[N:58]=[CH:57][N:17]([C:18]5[CH:19]=[C:20]([S:24]([NH2:27])(=[O:25])=[O:26])[CH:21]=[CH:22][CH:23]=5)[C:11]=4[N:10]=3)=[CH:29][CH:30]=2)=[CH:48][CH:49]=1. (4) The product is: [Cl:1][C:2]1[CH:27]=[CH:26][C:5]2[C:6](=[O:25])[N:7]=[C:8]([C:10]3[CH:15]=[C:14]([CH2:16][CH2:17][C:18]([OH:20])=[O:19])[CH:13]=[CH:12][N:11]=3)[S:9][C:4]=2[CH:3]=1. Given the reactants [Cl:1][C:2]1[CH:27]=[CH:26][C:5]2[C:6](=[O:25])[N:7]=[C:8]([C:10]3[CH:15]=[C:14]([CH2:16][CH2:17][C:18]([O:20]C(C)(C)C)=[O:19])[CH:13]=[CH:12][N:11]=3)[S:9][C:4]=2[CH:3]=1, predict the reaction product.